This data is from Peptide-MHC class I binding affinity with 185,985 pairs from IEDB/IMGT. The task is: Regression. Given a peptide amino acid sequence and an MHC pseudo amino acid sequence, predict their binding affinity value. This is MHC class I binding data. (1) The peptide sequence is YPPPRYITV. The MHC is HLA-B39:01 with pseudo-sequence HLA-B39:01. The binding affinity (normalized) is 0.244. (2) The peptide sequence is KPASRELSV. The MHC is HLA-B51:01 with pseudo-sequence HLA-B51:01. The binding affinity (normalized) is 0.404. (3) The peptide sequence is SLLRGLIFY. The MHC is HLA-B46:01 with pseudo-sequence HLA-B46:01. The binding affinity (normalized) is 0.0847. (4) The peptide sequence is LLDDFVEII. The MHC is HLA-A68:02 with pseudo-sequence HLA-A68:02. The binding affinity (normalized) is 0.0467. (5) The peptide sequence is GRTFGKLPY. The MHC is HLA-B15:01 with pseudo-sequence HLA-B15:01. The binding affinity (normalized) is 0.213. (6) The peptide sequence is GPMKLVMAF. The MHC is BoLA-D18.4 with pseudo-sequence BoLA-D18.4. The binding affinity (normalized) is 0.0641.